From a dataset of Forward reaction prediction with 1.9M reactions from USPTO patents (1976-2016). Predict the product of the given reaction. (1) Given the reactants [C:1]1(=[O:7])[NH:6][CH2:5][CH2:4][CH2:3][CH2:2]1.[CH2:8](OC=C)[CH2:9]CC, predict the reaction product. The product is: [CH:8]([N:6]1[CH2:5][CH2:4][CH2:3][CH2:2][C:1]1=[O:7])=[CH2:9]. (2) Given the reactants [Cl:1][C:2]1[C:3]([N:8]2[C:12]([C:13]([NH:15][C:16]3[C:21]([C:22]([NH:24][CH3:25])=[O:23])=[CH:20][C:19](I)=[CH:18][C:17]=3[CH3:27])=[O:14])=[CH:11][C:10]([C:28]([F:31])([F:30])[F:29])=[N:9]2)=[N:4][CH:5]=[CH:6][CH:7]=1.[Cu][C:33]#[N:34], predict the reaction product. The product is: [Cl:1][C:2]1[C:3]([N:8]2[C:12]([C:13]([NH:15][C:16]3[C:21]([C:22]([NH:24][CH3:25])=[O:23])=[CH:20][C:19]([C:33]#[N:34])=[CH:18][C:17]=3[CH3:27])=[O:14])=[CH:11][C:10]([C:28]([F:31])([F:30])[F:29])=[N:9]2)=[N:4][CH:5]=[CH:6][CH:7]=1. (3) Given the reactants [CH:1]1[C:14]2[C:5](=[CH:6][C:7]3[C:12]([C:13]=2[C:15]2[CH:16]=[N:17][CH:18]=[CH:19][CH:20]=2)=[CH:11][CH:10]=[CH:9][CH:8]=3)[CH:4]=[CH:3][CH:2]=1.C(Cl)(Cl)(Cl)Cl.[Br:26]Br.S([O-])([O-])(=O)=S.[Na+].[Na+], predict the reaction product. The product is: [Br:26][C:6]1[C:5]2[C:14](=[CH:1][CH:2]=[CH:3][CH:4]=2)[C:13]([C:15]2[CH:16]=[N:17][CH:18]=[CH:19][CH:20]=2)=[C:12]2[C:7]=1[CH:8]=[CH:9][CH:10]=[CH:11]2. (4) Given the reactants [CH3:1][O-:2].[Na+].Cl[C:5]1[S:6][C:7]([CH:11]2[O:15][CH2:14][CH2:13][O:12]2)=[C:8]([Cl:10])[N:9]=1, predict the reaction product. The product is: [Cl:10][C:8]1[N:9]=[C:5]([O:2][CH3:1])[S:6][C:7]=1[CH:11]1[O:15][CH2:14][CH2:13][O:12]1. (5) Given the reactants [S:1]1[C:5]2[CH:6]=[CH:7][CH:8]=[CH:9][C:4]=2[CH:3]=[C:2]1[C:10]1[CH:15]=[CH:14][CH:13]=[CH:12][C:11]=1[CH2:16][C:17]([OH:19])=O.S(Cl)(Cl)=O.[Cl-].[Cl-].[Cl-].[Al+3], predict the reaction product. The product is: [CH:15]1[C:10]2[C:2]3[S:1][C:5]4[CH:6]=[CH:7][CH:8]=[CH:9][C:4]=4[C:3]=3[C:17]([OH:19])=[CH:16][C:11]=2[CH:12]=[CH:13][CH:14]=1.